From a dataset of Catalyst prediction with 721,799 reactions and 888 catalyst types from USPTO. Predict which catalyst facilitates the given reaction. (1) Reactant: [CH2:1]([O:8][C@:9]1([CH:33]=[CH2:34])[C@@H:13]([CH2:14][O:15][CH2:16][C:17]2[CH:22]=[CH:21][CH:20]=[CH:19][CH:18]=2)[O:12][C@@H:11]([N:23]2[CH:31]=[C:29]([CH3:30])[C:27](=[O:28])[NH:26][C:24]2=[O:25])[C@@H:10]1[OH:32])[C:2]1[CH:7]=[CH:6][CH:5]=[CH:4][CH:3]=1.[CH3:35][S:36](Cl)(=[O:38])=[O:37]. Product: [CH2:1]([O:8][C@:9]1([CH:33]=[CH2:34])[C@@H:13]([CH2:14][O:15][CH2:16][C:17]2[CH:22]=[CH:21][CH:20]=[CH:19][CH:18]=2)[O:12][C@@H:11]([N:23]2[CH:31]=[C:29]([CH3:30])[C:27](=[O:28])[NH:26][C:24]2=[O:25])[C@@H:10]1[O:32][S:36]([CH3:35])(=[O:38])=[O:37])[C:2]1[CH:3]=[CH:4][CH:5]=[CH:6][CH:7]=1. The catalyst class is: 17. (2) Reactant: [C:1]([O:5][C:6]([N:8]1[CH2:13][CH2:12][CH:11]([CH2:14][O:15][CH2:16][C:17]2[O:18][C:19]3[CH:25]=[CH:24][C:23]([S:26][CH3:27])=[CH:22][C:20]=3[CH:21]=2)[CH2:10][CH2:9]1)=[O:7])([CH3:4])([CH3:3])[CH3:2].C1C=C(Cl)C=C(C(OO)=[O:36])C=1.C([O-])(O)=O.[Na+]. Product: [C:1]([O:5][C:6]([N:8]1[CH2:9][CH2:10][CH:11]([CH2:14][O:15][CH2:16][C:17]2[O:18][C:19]3[CH:25]=[CH:24][C:23]([S:26]([CH3:27])=[O:36])=[CH:22][C:20]=3[CH:21]=2)[CH2:12][CH2:13]1)=[O:7])([CH3:4])([CH3:3])[CH3:2]. The catalyst class is: 2.